This data is from Forward reaction prediction with 1.9M reactions from USPTO patents (1976-2016). The task is: Predict the product of the given reaction. (1) The product is: [Br:1][C:2]1[CH:3]=[C:4]([C@H:9]([CH:14]2[CH2:17][N:16]([C@@H:18]([C:28]3[CH:29]=[CH:30][C:31]([Cl:34])=[CH:32][CH:33]=3)[C:19]3[CH:20]=[C:21]([CH:25]=[CH:26][CH:27]=3)[C:22]([O:24][CH2:36][CH3:37])=[O:23])[CH2:15]2)[C:10]([F:13])([CH3:11])[CH3:12])[CH:5]=[C:6]([F:8])[CH:7]=1. Given the reactants [Br:1][C:2]1[CH:3]=[C:4]([C@H:9]([CH:14]2[CH2:17][N:16]([C@@H:18]([C:28]3[CH:33]=[CH:32][C:31]([Cl:34])=[CH:30][CH:29]=3)[C:19]3[CH:20]=[C:21]([CH:25]=[CH:26][CH:27]=3)[C:22]([OH:24])=[O:23])[CH2:15]2)[C:10]([F:13])([CH3:12])[CH3:11])[CH:5]=[C:6]([F:8])[CH:7]=1.Cl.[CH3:36][CH2:37]O, predict the reaction product. (2) The product is: [C:11]1([C:8]2[O:9][CH:10]=[C:6]([C:4]([OH:5])=[O:3])[N:7]=2)[CH:12]=[CH:13][CH:14]=[CH:15][CH:16]=1. Given the reactants C([O:3][C:4]([C:6]1[N:7]=[C:8]([C:11]2[CH:16]=[CH:15][CH:14]=[CH:13][CH:12]=2)[O:9][CH:10]=1)=[O:5])C.O[Li].O, predict the reaction product.